This data is from Full USPTO retrosynthesis dataset with 1.9M reactions from patents (1976-2016). The task is: Predict the reactants needed to synthesize the given product. (1) Given the product [NH:1]1[C:9]2[C:4](=[CH:5][CH:6]=[CH:7][CH:8]=2)[CH:3]=[C:2]1[C:10]([N:43]1[CH2:48][CH2:47][CH:46]([C:49]([O:51][CH2:52][CH3:53])=[O:50])[CH2:45][CH2:44]1)=[O:12], predict the reactants needed to synthesize it. The reactants are: [NH:1]1[C:9]2[C:4](=[CH:5][CH:6]=[CH:7][CH:8]=2)[CH:3]=[C:2]1[C:10]([OH:12])=O.CCN=C=NCCCN(C)C.C1C=CC2N(O)N=NC=2C=1.CCN(C(C)C)C(C)C.[NH:43]1[CH2:48][CH2:47][CH:46]([C:49]([O:51][CH2:52][CH3:53])=[O:50])[CH2:45][CH2:44]1. (2) Given the product [Br:24][C:10]1[C:5]2[N:6]([C:2]([CH3:1])=[N:3][N:4]=2)[C:7]2[CH:13]=[C:12]([CH3:14])[N:11]([S:15]([C:18]3[CH:23]=[CH:22][CH:21]=[CH:20][CH:19]=3)(=[O:17])=[O:16])[C:8]=2[CH:9]=1, predict the reactants needed to synthesize it. The reactants are: [CH3:1][C:2]1[N:6]2[C:7]3[CH:13]=[C:12]([CH3:14])[N:11]([S:15]([C:18]4[CH:23]=[CH:22][CH:21]=[CH:20][CH:19]=4)(=[O:17])=[O:16])[C:8]=3[CH:9]=[CH:10][C:5]2=[N:4][N:3]=1.[Br:24]N1C(=O)CCC1=O. (3) Given the product [CH2:7]([O:5][CH2:4][CH2:3][CH:2]([CH3:6])[CH3:1])[CH:9]1[O:11][CH2:10]1, predict the reactants needed to synthesize it. The reactants are: [CH3:1][CH:2]([CH3:6])[CH2:3][CH2:4][OH:5].[CH2:7]([CH:9]1[O:11][CH2:10]1)Cl.[OH-].[Na+]. (4) Given the product [CH3:26][C:13]1[S:12]/[C:11](=[N:10]\[C:8]([N:5]2[CH2:6][CH2:7][CH2:28][CH2:4]2)=[O:9])/[N:15]([C:16]2[CH:21]=[CH:20][C:19]([C:22]([F:25])([F:24])[F:23])=[CH:18][CH:17]=2)[CH:14]=1, predict the reactants needed to synthesize it. The reactants are: [I-].C[N+]1[CH:7]=[CH:6][N:5]([C:8](/[N:10]=[C:11]2\[S:12][C:13]([CH3:26])=[CH:14][N:15]\2[C:16]2[CH:21]=[CH:20][C:19]([C:22]([F:25])([F:24])[F:23])=[CH:18][CH:17]=2)=[O:9])[CH:4]=1.N1CCC[CH2:28]1.CCN(C(C)C)C(C)C.